Dataset: Full USPTO retrosynthesis dataset with 1.9M reactions from patents (1976-2016). Task: Predict the reactants needed to synthesize the given product. Given the product [CH2:26]([N:11]([S:8]([C:5]1[CH:6]=[CH:7][C:2]([F:1])=[CH:3][CH:4]=1)(=[O:10])=[O:9])[C:12]1([C:15]([O:17][CH3:18])=[O:16])[CH2:14][CH2:13]1)[CH3:27], predict the reactants needed to synthesize it. The reactants are: [F:1][C:2]1[CH:7]=[CH:6][C:5]([S:8]([NH:11][C:12]2([C:15]([O:17][CH3:18])=[O:16])[CH2:14][CH2:13]2)(=[O:10])=[O:9])=[CH:4][CH:3]=1.C([O-])([O-])=O.[K+].[K+].I[CH2:26][CH3:27].